From a dataset of Reaction yield outcomes from USPTO patents with 853,638 reactions. Predict the reaction yield, written as a fraction of the theoretical maximum amount of product (1.0 means a 100% yield; for example, 0.34 means a 34% yield). The reactants are [Br:1][C:2]1[CH:3]=[C:4]([N+:10]([O-])=O)[C:5]([O:8][CH3:9])=[N:6][CH:7]=1.[NH4+].[Cl-]. The catalyst is C(O)C.O.[Fe]. The product is [Br:1][C:2]1[CH:3]=[C:4]([NH2:10])[C:5]([O:8][CH3:9])=[N:6][CH:7]=1. The yield is 0.970.